Task: Predict the reactants needed to synthesize the given product.. Dataset: Full USPTO retrosynthesis dataset with 1.9M reactions from patents (1976-2016) (1) The reactants are: [Cl:1][C:2]1[CH:21]=[CH:20][C:5]([NH:6][C:7]2[C:16]3[C:11](=[CH:12][C:13]([OH:19])=[C:14]([O:17][CH3:18])[CH:15]=3)[N:10]=[CH:9][N:8]=2)=[C:4]([F:22])[CH:3]=1.Br[CH2:24][CH2:25][CH2:26][Cl:27].C(=O)([O-])[O-].[K+].[K+]. Given the product [Cl:1][C:2]1[CH:21]=[CH:20][C:5]([NH:6][C:7]2[C:16]3[C:11](=[CH:12][C:13]([O:19][CH2:24][CH2:25][CH2:26][Cl:27])=[C:14]([O:17][CH3:18])[CH:15]=3)[N:10]=[CH:9][N:8]=2)=[C:4]([F:22])[CH:3]=1, predict the reactants needed to synthesize it. (2) Given the product [C:13]([NH:12][C:10](=[O:11])[CH2:9][N:3]1[C:2]([Br:1])=[N:6][C:5]([Br:7])=[N:4]1)([CH3:16])([CH3:15])[CH3:14], predict the reactants needed to synthesize it. The reactants are: [Br:1][C:2]1[N:6]=[C:5]([Br:7])[NH:4][N:3]=1.Br[CH2:9][C:10]([NH:12][C:13]([CH3:16])([CH3:15])[CH3:14])=[O:11]. (3) Given the product [CH2:1]([O:5][C:6]1[CH:11]=[C:10]([CH2:12][O:13][C:14]2[CH:22]=[C:21]3[C:17]([CH2:18][CH2:19][C@@H:20]3[CH2:23][C:24]([OH:26])=[O:25])=[CH:16][CH:15]=2)[CH:9]=[CH:8][C:7]=1[C:28]1[CH:33]=[C:32]([O:34][CH3:35])[CH:31]=[CH:30][C:29]=1[F:36])[CH2:2][CH2:3][CH3:4].[CH2:1]([O:5][C:6]1[CH:11]=[C:10]([CH2:12][O:13][C:14]2[CH:22]=[C:21]3[C:17]([CH2:18][CH2:19][C@H:20]3[CH2:23][C:24]([OH:26])=[O:25])=[CH:16][CH:15]=2)[CH:9]=[CH:8][C:7]=1[C:28]1[CH:33]=[C:32]([O:34][CH3:35])[CH:31]=[CH:30][C:29]=1[F:36])[CH2:2][CH2:3][CH3:4], predict the reactants needed to synthesize it. The reactants are: [CH2:1]([O:5][C:6]1[CH:11]=[C:10]([CH2:12][O:13][C:14]2[CH:22]=[C:21]3[C:17]([CH2:18][CH2:19][C@H:20]3[CH2:23][C:24]([O:26]C)=[O:25])=[CH:16][CH:15]=2)[CH:9]=[CH:8][C:7]=1[C:28]1[CH:33]=[C:32]([O:34][CH3:35])[CH:31]=[CH:30][C:29]=1[F:36])[CH2:2][CH2:3][CH3:4].[OH-].[Li+]. (4) Given the product [F:1][C:2]1[CH:7]=[CH:6][N:5]=[C:4]([NH:8][C:9](=[O:15])[O:10][C:11]([CH3:14])([CH3:12])[CH3:13])[C:3]=1[CH2:16][OH:17], predict the reactants needed to synthesize it. The reactants are: [F:1][C:2]1[CH:7]=[CH:6][N:5]=[C:4]([NH:8][C:9](=[O:15])[O:10][C:11]([CH3:14])([CH3:13])[CH3:12])[C:3]=1[CH:16]=[O:17].[BH4-].[Na+].